From a dataset of Reaction yield outcomes from USPTO patents with 853,638 reactions. Predict the reaction yield, written as a fraction of the theoretical maximum amount of product (1.0 means a 100% yield; for example, 0.34 means a 34% yield). (1) The reactants are [CH2:1]1CN([P+](ON2N=NC3C=CC=CC2=3)(N2CCCC2)N2CCCC2)C[CH2:2]1.F[P-](F)(F)(F)(F)F.[Br:34][C:35]1[S:36][C:37]([NH:43][C:44]([O:46][C:47]([CH3:50])([CH3:49])[CH3:48])=[O:45])=[C:38]([C:40]([OH:42])=O)[N:39]=1.[NH2:51][C:52]1[CH:53]=[N:54][N:55]([CH3:72])[C:56]=1[N:57]1[CH2:62][CH2:61][CH:60]([CH2:63][NH:64][C:65](=[O:71])[O:66][C:67]([CH3:70])(C)C)[CH2:59][CH2:58]1.CCN(C(C)C)C(C)C. The catalyst is C(Cl)Cl. The product is [CH2:67]([O:66][C:65]([NH:64][CH2:63][CH:60]1[CH2:59][CH2:58][N:57]([C:56]2[N:55]([CH3:72])[N:54]=[CH:53][C:52]=2[NH:51][C:40]([C:38]2[N:39]=[C:35]([Br:34])[S:36][C:37]=2[NH:43][C:44](=[O:45])[O:46][C:47]([CH3:50])([CH3:49])[CH3:48])=[O:42])[CH2:62][CH2:61]1)=[O:71])[CH2:70][CH2:1][CH3:2]. The yield is 0.960. (2) The reactants are [CH3:1][C:2]1[CH:11]=[CH:10][CH:9]=[C:8]2[C:3]=1[C:4](=[O:29])[N:5]([C:23]1[CH:28]=[CH:27][CH:26]=[CH:25][CH:24]=1)[C:6]([C@@H:12]([NH:15]C(=O)OC(C)(C)C)[CH2:13][CH3:14])=[N:7]2.Cl. The catalyst is CCOC(C)=O.O. The product is [NH2:15][C@H:12]([C:6]1[N:5]([C:23]2[CH:24]=[CH:25][CH:26]=[CH:27][CH:28]=2)[C:4](=[O:29])[C:3]2[C:8](=[CH:9][CH:10]=[CH:11][C:2]=2[CH3:1])[N:7]=1)[CH2:13][CH3:14]. The yield is 0.972. (3) The reactants are [F:1][C:2]1[CH:7]=[CH:6][C:5]([NH:8][NH:9][C:10]([C:12]2[S:13][CH:14]=[CH:15][CH:16]=2)=[O:11])=[CH:4][CH:3]=1.[O:17]1CCC[CH2:18]1.C(Cl)(Cl)=O.C(OCC)(=O)C. The catalyst is ClCCl. The product is [F:1][C:2]1[CH:7]=[CH:6][C:5]([N:8]2[N:9]=[C:10]([C:12]3[S:13][CH:14]=[CH:15][CH:16]=3)[O:11][C:18]2=[O:17])=[CH:4][CH:3]=1. The yield is 0.330. (4) The reactants are Cl[CH:2]([C:19]1[CH:24]=[CH:23][CH:22]=[CH:21][CH:20]=1)[C:3]([C:5]1[C:13]2[C:8](=[CH:9][CH:10]=[C:11]([F:14])[CH:12]=2)[N:7]([CH2:15][CH2:16][CH2:17][OH:18])[CH:6]=1)=[O:4].[CH3:25][O:26][C:27]1[CH:28]=[C:29]([CH:31]=[C:32]([O:34][CH3:35])[CH:33]=1)[NH2:30]. The catalyst is C(#N)C. The product is [CH3:35][O:34][C:32]1[CH:31]=[C:29]([NH:30][CH:2]([C:19]2[CH:24]=[CH:23][CH:22]=[CH:21][CH:20]=2)[C:3]([C:5]2[C:13]3[C:8](=[CH:9][CH:10]=[C:11]([F:14])[CH:12]=3)[N:7]([CH2:15][CH2:16][CH2:17][OH:18])[CH:6]=2)=[O:4])[CH:28]=[C:27]([O:26][CH3:25])[CH:33]=1. The yield is 0.190. (5) The product is [Br:18][C:6]1[C:5]2[CH:4]=[CH:3][CH:2]=[CH:1][C:13]=2[C:12]2[O:11][C:10]3[CH:14]=[CH:15][CH:16]=[CH:17][C:9]=3[C:8]=2[CH:7]=1. The yield is 0.820. The catalyst is CN(C)C=O.O. The reactants are [CH:1]1[C:13]2[C:12]3[O:11][C:10]4[CH:14]=[CH:15][CH:16]=[CH:17][C:9]=4[C:8]=3[CH:7]=[CH:6][C:5]=2[CH:4]=[CH:3][CH:2]=1.[Br:18]N1C(=O)CCC1=O. (6) The yield is 0.880. The reactants are [O:1]1[C:5]2([CH2:10][CH2:9][C:8]([C:16]([O-:18])=O)([C:11]([O:13]CC)=O)[CH2:7][CH2:6]2)[O:4][CH2:3][CH2:2]1.[H-].[Al+3].[Li+].[H-].[H-].[H-].O1CC[CH2:27][CH2:26]1. No catalyst specified. The product is [CH2:26]([CH:16]([C:8]1([CH2:11][OH:13])[CH2:7][CH2:6][C:5]2([O:1][CH2:2][CH2:3][O:4]2)[CH2:10][CH2:9]1)[OH:18])[CH3:27].